This data is from NCI-60 drug combinations with 297,098 pairs across 59 cell lines. The task is: Regression. Given two drug SMILES strings and cell line genomic features, predict the synergy score measuring deviation from expected non-interaction effect. (1) Drug 1: C1=CC=C(C=C1)NC(=O)CCCCCCC(=O)NO. Drug 2: CC1C(C(CC(O1)OC2CC(CC3=C2C(=C4C(=C3O)C(=O)C5=CC=CC=C5C4=O)O)(C(=O)C)O)N)O. Cell line: KM12. Synergy scores: CSS=37.5, Synergy_ZIP=-2.91, Synergy_Bliss=-3.14, Synergy_Loewe=-14.9, Synergy_HSA=0.0671. (2) Drug 1: CCCS(=O)(=O)NC1=C(C(=C(C=C1)F)C(=O)C2=CNC3=C2C=C(C=N3)C4=CC=C(C=C4)Cl)F. Drug 2: CC12CCC3C(C1CCC2O)C(CC4=C3C=CC(=C4)O)CCCCCCCCCS(=O)CCCC(C(F)(F)F)(F)F. Cell line: K-562. Synergy scores: CSS=0.184, Synergy_ZIP=-0.668, Synergy_Bliss=1.59, Synergy_Loewe=-15.9, Synergy_HSA=-1.37. (3) Drug 1: CC12CCC3C(C1CCC2=O)CC(=C)C4=CC(=O)C=CC34C. Drug 2: C1=CC(=C2C(=C1NCCNCCO)C(=O)C3=C(C=CC(=C3C2=O)O)O)NCCNCCO. Cell line: MCF7. Synergy scores: CSS=35.7, Synergy_ZIP=-3.05, Synergy_Bliss=-3.60, Synergy_Loewe=-2.03, Synergy_HSA=0.478. (4) Synergy scores: CSS=15.2, Synergy_ZIP=-7.86, Synergy_Bliss=1.09, Synergy_Loewe=-16.5, Synergy_HSA=-2.91. Cell line: ACHN. Drug 2: C1CN(P(=O)(OC1)NCCCl)CCCl. Drug 1: C1=NC(=NC(=O)N1C2C(C(C(O2)CO)O)O)N. (5) Cell line: T-47D. Drug 1: CC1=C(C(CCC1)(C)C)C=CC(=CC=CC(=CC(=O)O)C)C. Drug 2: C(=O)(N)NO. Synergy scores: CSS=-0.646, Synergy_ZIP=-0.846, Synergy_Bliss=-2.46, Synergy_Loewe=-16.6, Synergy_HSA=-6.73. (6) Drug 1: CC1=CC=C(C=C1)C2=CC(=NN2C3=CC=C(C=C3)S(=O)(=O)N)C(F)(F)F. Drug 2: CN(C(=O)NC(C=O)C(C(C(CO)O)O)O)N=O. Cell line: MDA-MB-231. Synergy scores: CSS=2.32, Synergy_ZIP=-0.744, Synergy_Bliss=-0.319, Synergy_Loewe=-0.240, Synergy_HSA=-0.561. (7) Drug 1: CCCS(=O)(=O)NC1=C(C(=C(C=C1)F)C(=O)C2=CNC3=C2C=C(C=N3)C4=CC=C(C=C4)Cl)F. Drug 2: CS(=O)(=O)C1=CC(=C(C=C1)C(=O)NC2=CC(=C(C=C2)Cl)C3=CC=CC=N3)Cl. Cell line: A498. Synergy scores: CSS=6.02, Synergy_ZIP=-1.97, Synergy_Bliss=-4.01, Synergy_Loewe=-5.22, Synergy_HSA=-4.44. (8) Drug 1: C1CCN(CC1)CCOC2=CC=C(C=C2)C(=O)C3=C(SC4=C3C=CC(=C4)O)C5=CC=C(C=C5)O. Drug 2: C1C(C(OC1N2C=NC(=NC2=O)N)CO)O. Cell line: OVCAR-5. Synergy scores: CSS=12.6, Synergy_ZIP=-5.45, Synergy_Bliss=0.586, Synergy_Loewe=-7.12, Synergy_HSA=-0.857.